Dataset: Forward reaction prediction with 1.9M reactions from USPTO patents (1976-2016). Task: Predict the product of the given reaction. (1) Given the reactants O=[CH:2][C@@H:3]([C@H:5]([C@@H:7]([C@@H:9]([CH2:11]O)O)O)O)[OH:4].[Na+].[Cl-].Cl.N[C@H:17]([C:20]([OH:22])=[O:21])[CH2:18]S.[C:23](=[O:26])([O-])[O-:24].[Ca+2], predict the reaction product. The product is: [OH:24][CH:17]([CH2:18][CH:3]([CH3:5])[CH3:2])[C:20]([OH:22])=[O:21].[C:5]1([C:3]([CH3:2])([OH:4])[C:23]([OH:24])=[O:26])[CH:18]=[CH:17][CH:11]=[CH:9][CH:7]=1. (2) Given the reactants [NH2:1][C:2]1[CH:3]=[C:4]2[C:8](=[CH:9][C:10]=1[NH2:11])[N:7]([CH2:12][CH3:13])[C:6](=[O:14])[C:5]2([CH3:16])[CH3:15].[CH:17]([C:19]1[C:27]2[C:22](=[CH:23][CH:24]=[C:25]([C:28]([OH:30])=[O:29])[CH:26]=2)[NH:21][N:20]=1)=O.[S].O, predict the reaction product. The product is: [CH2:12]([N:7]1[C:8]2[CH:9]=[C:10]3[NH:11][C:17]([C:19]4[C:27]5[C:22](=[CH:23][CH:24]=[C:25]([C:28]([OH:30])=[O:29])[CH:26]=5)[NH:21][N:20]=4)=[N:1][C:2]3=[CH:3][C:4]=2[C:5]([CH3:15])([CH3:16])[C:6]1=[O:14])[CH3:13]. (3) Given the reactants [Br:1][C:2]1[CH:7]=[CH:6][C:5]([OH:8])=[CH:4][CH:3]=1.[F:9][C:10]1[CH:11]=[C:12](B(O)O)[CH:13]=[CH:14][CH:15]=1.CCN(CC)CC, predict the reaction product. The product is: [Br:1][C:2]1[CH:7]=[CH:6][C:5]([O:8][C:14]2[CH:13]=[CH:12][CH:11]=[C:10]([F:9])[CH:15]=2)=[CH:4][CH:3]=1. (4) The product is: [CH3:1][O:2][C:3]1[CH:4]=[C:5]2[C:9](=[CH:10][CH:11]=1)[N:8]([C:12]1[CH:17]=[CH:16][C:15]([O:18][CH3:19])=[CH:14][CH:13]=1)[CH:7]=[C:6]2[C:26](=[O:28])[CH3:27]. Given the reactants [CH3:1][O:2][C:3]1[CH:4]=[C:5]2[C:9](=[CH:10][CH:11]=1)[N:8]([C:12]1[CH:17]=[CH:16][C:15]([O:18][CH3:19])=[CH:14][CH:13]=1)[CH:7]=[CH:6]2.[Al](Cl)(CC)CC.[C:26](Cl)(=[O:28])[CH3:27], predict the reaction product. (5) Given the reactants C(O[C:4]([C:6]1[N:7]=[N:8][N:9]([C:12]2[CH:17]=[CH:16][CH:15]=[CH:14][CH:13]=2)[C:10]=1[NH2:11])=[O:5])C.[Br:18][C:19]1[CH:34]=[CH:33][C:22]([C:23](Cl)=[N:24][C:25]2[CH:30]=[CH:29][C:28]([Cl:31])=[CH:27][CH:26]=2)=[CH:21][CH:20]=1, predict the reaction product. The product is: [Br:18][C:19]1[CH:20]=[CH:21][C:22]([C:23]2[N:24]([C:25]3[CH:30]=[CH:29][C:28]([Cl:31])=[CH:27][CH:26]=3)[C:4](=[O:5])[C:6]3[N:7]=[N:8][N:9]([C:12]4[CH:13]=[CH:14][CH:15]=[CH:16][CH:17]=4)[C:10]=3[N:11]=2)=[CH:33][CH:34]=1. (6) Given the reactants Cl([O-])=O.[Na+].[CH:5]([C:7]1[CH:8]=[C:9]([CH:25]=[CH:26][C:27]=1[O:28][CH3:29])[O:10][C:11]1[C:16]([I:17])=[CH:15][C:14]([CH2:18][CH2:19][C:20]([O:22][CH3:23])=[O:21])=[CH:13][C:12]=1[I:24])=[O:6].P([O-])(O)(O)=[O:31].[Na+].CC(=CC)C.Cl, predict the reaction product. The product is: [I:24][C:12]1[CH:13]=[C:14]([CH2:18][CH2:19][C:20]([O:22][CH3:23])=[O:21])[CH:15]=[C:16]([I:17])[C:11]=1[O:10][C:9]1[CH:25]=[CH:26][C:27]([O:28][CH3:29])=[C:7]([CH:8]=1)[C:5]([OH:31])=[O:6]. (7) The product is: [Cl:40][CH2:41][CH2:42][NH:43][C:44](=[O:45])[NH:1][C:2]1[C:21]([C:22]2[CH:23]=[CH:24][C:25]3[O:38][CH2:37][N:28]4[C:29]5[CH:30]=[CH:31][CH:32]=[C:33]([F:36])[C:34]=5[CH:35]=[C:27]4[C:26]=3[N:39]=2)=[CH:20][C:5]2[C:6]([C:16]([NH:18][CH3:19])=[O:17])=[C:7]([C:9]3[CH:14]=[CH:13][C:12]([F:15])=[CH:11][CH:10]=3)[O:8][C:4]=2[CH:3]=1. Given the reactants [NH2:1][C:2]1[C:21]([C:22]2[CH:23]=[CH:24][C:25]3[O:38][CH2:37][N:28]4[C:29]5[CH:30]=[CH:31][CH:32]=[C:33]([F:36])[C:34]=5[CH:35]=[C:27]4[C:26]=3[N:39]=2)=[CH:20][C:5]2[C:6]([C:16]([NH:18][CH3:19])=[O:17])=[C:7]([C:9]3[CH:14]=[CH:13][C:12]([F:15])=[CH:11][CH:10]=3)[O:8][C:4]=2[CH:3]=1.[Cl:40][CH2:41][CH2:42][N:43]=[C:44]=[O:45], predict the reaction product.